Dataset: NCI-60 drug combinations with 297,098 pairs across 59 cell lines. Task: Regression. Given two drug SMILES strings and cell line genomic features, predict the synergy score measuring deviation from expected non-interaction effect. (1) Drug 2: C1CN(P(=O)(OC1)NCCCl)CCCl. Cell line: UACC62. Drug 1: C1=NC2=C(N1)C(=S)N=C(N2)N. Synergy scores: CSS=26.0, Synergy_ZIP=-4.61, Synergy_Bliss=-1.93, Synergy_Loewe=-19.6, Synergy_HSA=-1.88. (2) Drug 1: C1CCC(CC1)NC(=O)N(CCCl)N=O. Drug 2: CN(C(=O)NC(C=O)C(C(C(CO)O)O)O)N=O. Cell line: PC-3. Synergy scores: CSS=-0.713, Synergy_ZIP=-6.04, Synergy_Bliss=-9.81, Synergy_Loewe=-9.99, Synergy_HSA=-9.86.